Dataset: Forward reaction prediction with 1.9M reactions from USPTO patents (1976-2016). Task: Predict the product of the given reaction. Given the reactants Br[C:2]1[CH:7]=[CH:6][C:5]([Cl:8])=[C:4]([O:9][CH:10]([CH3:12])[CH3:11])[CH:3]=1.[Cl-].[C:14]([O:18][C:19](=[O:22])[CH2:20][Zn+])([CH3:17])([CH3:16])[CH3:15].CCOCC, predict the reaction product. The product is: [C:14]([O:18][C:19](=[O:22])[CH2:20][C:2]1[CH:7]=[CH:6][C:5]([Cl:8])=[C:4]([O:9][CH:10]([CH3:12])[CH3:11])[CH:3]=1)([CH3:17])([CH3:16])[CH3:15].